Dataset: Full USPTO retrosynthesis dataset with 1.9M reactions from patents (1976-2016). Task: Predict the reactants needed to synthesize the given product. (1) Given the product [C:1]1(=[C:7]([C:18]2[CH:23]=[CH:22][C:21]([OH:24])=[CH:20][CH:19]=2)[C:8]2[CH:17]=[CH:16][C:11]([C:12]([OH:14])=[O:13])=[CH:10][CH:9]=2)[CH2:6][CH2:5][CH2:4][CH2:3][CH2:2]1, predict the reactants needed to synthesize it. The reactants are: [C:1]1(=[C:7]([C:18]2[CH:23]=[CH:22][C:21]([OH:24])=[CH:20][CH:19]=2)[C:8]2[CH:17]=[CH:16][C:11]([C:12]([O:14]C)=[O:13])=[CH:10][CH:9]=2)[CH2:6][CH2:5][CH2:4][CH2:3][CH2:2]1.[OH-].[Na+]. (2) Given the product [CH2:5]([O:12][C:13]([N:15]1[CH2:19][CH2:18][CH2:17][CH:16]1[CH2:20][C:21]1[C:25]2[CH:26]=[CH:27][CH:28]=[CH:29][C:24]=2[O:23][C:22]=1[CH:30]=[CH:31][CH2:32][OH:33])=[O:14])[C:6]1[CH:7]=[CH:8][CH:9]=[CH:10][CH:11]=1, predict the reactants needed to synthesize it. The reactants are: B(F)(F)F.[CH2:5]([O:12][C:13]([N:15]1[CH2:19][CH2:18][CH2:17][CH:16]1[CH2:20][C:21]1[C:25]2[CH:26]=[CH:27][CH:28]=[CH:29][C:24]=2[O:23][C:22]=1[CH:30]=[CH:31][C:32](OCC)=[O:33])=[O:14])[C:6]1[CH:11]=[CH:10][CH:9]=[CH:8][CH:7]=1.CC(C[AlH]CC(C)C)C.CCOC(C)=O. (3) Given the product [CH2:15]([O:17][C:18]1[C:19]([CH2:30][NH:6][C:7]2[N:11]=[CH:10][NH:9][C:8]=2[C:12]([NH2:14])=[O:13])=[N:20][CH:21]=[CH:22][C:23]=1[O:24][CH2:25][CH2:26][O:27][CH2:28][CH3:29])[CH3:16], predict the reactants needed to synthesize it. The reactants are: [BH3-]C#N.[Na+].Cl.[NH2:6][C:7]1[NH:11][CH:10]=[N:9][C:8]=1[C:12]([NH2:14])=[O:13].[CH2:15]([O:17][C:18]1[C:19]([CH:30]=O)=[N:20][CH:21]=[CH:22][C:23]=1[O:24][CH2:25][CH2:26][O:27][CH2:28][CH3:29])[CH3:16]. (4) Given the product [CH3:1][O:2][C:3]([C:5]1[N:9]=[C:8]([C:10]2[CH:15]=[CH:14][C:13]([OH:16])=[CH:12][N:11]=2)[N:7]([C:24]2[CH:25]=[N:26][C:27]([O:30][CH3:31])=[CH:28][CH:29]=2)[N:6]=1)=[O:4], predict the reactants needed to synthesize it. The reactants are: [CH3:1][O:2][C:3]([C:5]1[N:9]=[C:8]([C:10]2[CH:15]=[CH:14][C:13]([O:16]CC3C=CC=CC=3)=[CH:12][N:11]=2)[N:7]([C:24]2[CH:25]=[N:26][C:27]([O:30][CH3:31])=[CH:28][CH:29]=2)[N:6]=1)=[O:4].C(O)(=O)C.C(OCC)(=O)C. (5) Given the product [O:24]1[C:25]2[CH:26]=[CH:27][C:28]([C:2]3[N:3]=[N:4][C:5]([N:8]4[CH2:13][CH2:12][N:11]([CH:14]5[CH2:16][CH2:15]5)[CH2:10][CH2:9]4)=[CH:6][CH:7]=3)=[CH:29][C:30]=2[O:31][CH2:23]1, predict the reactants needed to synthesize it. The reactants are: Cl[C:2]1[N:3]=[N:4][C:5]([N:8]2[CH2:13][CH2:12][N:11]([CH:14]3[CH2:16][CH2:15]3)[CH2:10][CH2:9]2)=[CH:6][CH:7]=1.C(=O)([O-])[O-].[Na+].[Na+].[CH2:23]1[O:31][C:30]2[CH:29]=[CH:28][C:27](B(O)O)=[CH:26][C:25]=2[O:24]1. (6) Given the product [CH:37]1[C:38]2[C:33](=[CH:32][C:31]3[C:40]([C:39]=2[O:41][P:42]2[O:18][C:11]4[CH:12]=[C:13]([CH3:17])[C:14]([CH3:16])=[CH:15][C:10]=4[C:5]4[CH:6]=[C:7]([CH3:9])[CH:8]=[C:3]([O:2][CH3:1])[C:4]=4[O:19]2)=[CH:27][CH:28]=[CH:29][CH:30]=3)[CH:34]=[CH:35][CH:36]=1, predict the reactants needed to synthesize it. The reactants are: [CH3:1][O:2][C:3]1[CH:8]=[C:7]([CH3:9])[CH:6]=[C:5]([C:10]2[C:11]([OH:18])=[CH:12][C:13]([CH3:17])=[C:14]([CH3:16])[CH:15]=2)[C:4]=1[OH:19].C(N(CC)CC)C.[CH:27]1[C:40]2[C:31](=[CH:32][C:33]3[C:38]([C:39]=2[O:41][P:42](Cl)Cl)=[CH:37][CH:36]=[CH:35][CH:34]=3)[CH:30]=[CH:29][CH:28]=1. (7) Given the product [Br:1][C:2]1[C:11]2[C:6](=[CH:7][C:8]([Br:12])=[CH:9][CH:10]=2)[CH:5]=[CH:4][C:3]=1[O:13][CH2:14][CH2:15][O:31][C:27]1[CH:26]=[C:25]2[C:30](=[CH:29][CH:28]=1)[N:22]([C@@H:20]([CH3:21])[C:19]([OH:32])=[O:18])[CH:23]=[CH:24]2, predict the reactants needed to synthesize it. The reactants are: [Br:1][C:2]1[C:11]2[C:6](=[CH:7][C:8]([Br:12])=[CH:9][CH:10]=2)[CH:5]=[CH:4][C:3]=1[O:13][CH2:14][CH2:15]Br.C[O:18][C:19](=[O:32])[CH:20]([N:22]1[C:30]2[C:25](=[CH:26][C:27]([OH:31])=[CH:28][CH:29]=2)[CH:24]=[CH:23]1)[CH3:21].C(=O)([O-])[O-].[Cs+].[Cs+].C([O-])(O)=O.[Na+]. (8) Given the product [S:28]1[C:29]2[CH:35]=[CH:34][CH:33]=[CH:32][C:30]=2[N:31]=[C:27]1[O:26][C:23]1[CH:22]=[CH:21][C:20]([CH2:19][N:15]2[CH2:14][CH:13]3[CH2:12][N:11]([CH2:10][C:7]4[CH:6]=[CH:5][C:4]([C:3]([OH:36])=[O:2])=[CH:9][CH:8]=4)[CH2:18][CH:17]3[CH2:16]2)=[CH:25][CH:24]=1, predict the reactants needed to synthesize it. The reactants are: C[O:2][C:3](=[O:36])[C:4]1[CH:9]=[CH:8][C:7]([CH2:10][N:11]2[CH2:18][CH:17]3[CH:13]([CH2:14][N:15]([CH2:19][C:20]4[CH:25]=[CH:24][C:23]([O:26][C:27]5[S:28][C:29]6[CH:35]=[CH:34][CH:33]=[CH:32][C:30]=6[N:31]=5)=[CH:22][CH:21]=4)[CH2:16]3)[CH2:12]2)=[CH:6][CH:5]=1.O.[OH-].[K+].Cl. (9) Given the product [CH2:1]([O:5][C:6]1[C:15]2[C:10](=[CH:11][CH:12]=[C:13]([CH:16]=[O:17])[CH:14]=2)[C:9](=[O:18])[N:8]([CH2:19][C:20]([CH3:33])([CH3:21])[CH3:22])[C:7]=1[CH2:23][NH:24][C:25](=[O:31])[O:26][C:27]([CH3:28])([CH3:30])[CH3:29])[CH2:2][CH2:3][CH3:4], predict the reactants needed to synthesize it. The reactants are: [CH2:1]([O:5][C:6]1[C:15]2[C:10](=[CH:11][CH:12]=[C:13]([CH:16]=[O:17])[CH:14]=2)[C:9](=[O:18])[N:8]([CH2:19][CH:20]2[CH2:22][CH2:21]2)[C:7]=1[CH2:23][NH:24][C:25](=[O:31])[O:26][C:27]([CH3:30])([CH3:29])[CH3:28])[CH2:2][CH2:3][CH3:4].O1CCC[CH2:33]1.